This data is from Catalyst prediction with 721,799 reactions and 888 catalyst types from USPTO. The task is: Predict which catalyst facilitates the given reaction. (1) Reactant: [C:1]1([C:29]2[CH:34]=[CH:33][CH:32]=[CH:31][CH:30]=2)[CH:6]=[CH:5][C:4]([NH:7][C:8]([C:10]2[CH:18]=[CH:17][C:13]([C:14](O)=[O:15])=[C:12]([NH:19][C:20](=[O:28])[CH2:21][N:22]3[CH2:27][CH2:26][O:25][CH2:24][CH2:23]3)[CH:11]=2)=[O:9])=[CH:3][CH:2]=1.Cl.[CH2:36]([NH2:38])[CH3:37].F[P-](F)(F)(F)(F)F.N1(O[P+](N2CCCC2)(N2CCCC2)N2CCCC2)C2C=CC=CC=2N=N1.C(N(C(C)C)CC)(C)C. Product: [C:1]1([C:29]2[CH:30]=[CH:31][CH:32]=[CH:33][CH:34]=2)[CH:6]=[CH:5][C:4]([NH:7][C:8](=[O:9])[C:10]2[CH:18]=[CH:17][C:13]([C:14]([NH:38][CH2:36][CH3:37])=[O:15])=[C:12]([NH:19][C:20](=[O:28])[CH2:21][N:22]3[CH2:23][CH2:24][O:25][CH2:26][CH2:27]3)[CH:11]=2)=[CH:3][CH:2]=1. The catalyst class is: 3. (2) Reactant: [C:1]([C:3]1[CH:4]=[C:5]2[C:10](=[CH:11][C:12]=1[O:13][C:14]1[CH:19]=[CH:18][C:17]([C:20](=[O:32])[NH:21][C:22]3[CH:27]=[CH:26][CH:25]=[C:24]([C:28]([F:31])([F:30])[F:29])[CH:23]=3)=[CH:16][CH:15]=1)[O:9][CH2:8][CH2:7][CH:6]2[C:33]([O:35]C)=[O:34])#[N:2].[OH-].[Na+]. Product: [C:1]([C:3]1[CH:4]=[C:5]2[C:10](=[CH:11][C:12]=1[O:13][C:14]1[CH:15]=[CH:16][C:17]([C:20](=[O:32])[NH:21][C:22]3[CH:27]=[CH:26][CH:25]=[C:24]([C:28]([F:31])([F:30])[F:29])[CH:23]=3)=[CH:18][CH:19]=1)[O:9][CH2:8][CH2:7][CH:6]2[C:33]([OH:35])=[O:34])#[N:2]. The catalyst class is: 36. (3) Product: [OH:20][NH:19][C:15]([C:12]1[CH:13]=[CH:14][C:4]2[CH2:3][N:2]([CH3:1])[C:8]3([CH2:7][O:6][C:5]=2[CH:11]=1)[CH2:10][CH2:9]3)=[O:17]. The catalyst class is: 36. Reactant: [CH3:1][N:2]1[C:8]2([CH2:10][CH2:9]2)[CH2:7][O:6][C:5]2[CH:11]=[C:12]([C:15]([O:17]C)=O)[CH:13]=[CH:14][C:4]=2[CH2:3]1.[NH2:19][OH:20].[OH-].[Na+]. (4) Reactant: [CH3:1][C:2]1[C:3]([NH:8][C:9]2[C:18]3[C:13](=[CH:14][CH:15]=[C:16](I)[CH:17]=3)[N:12]=[CH:11][CH:10]=2)=[N:4][NH:5][C:6]=1[CH3:7].C(=O)([O-])[O-].[Na+].[Na+].[O:26]1[CH2:30][CH2:29][CH:28]([SH:31])[CH2:27]1. Product: [CH3:1][C:2]1[C:3]([NH:8][C:9]2[C:18]3[C:13](=[CH:14][CH:15]=[C:16]([S:31][CH:28]4[CH2:29][CH2:30][O:26][CH2:27]4)[CH:17]=3)[N:12]=[CH:11][CH:10]=2)=[N:4][NH:5][C:6]=1[CH3:7]. The catalyst class is: 12.